Dataset: Forward reaction prediction with 1.9M reactions from USPTO patents (1976-2016). Task: Predict the product of the given reaction. Given the reactants [CH3:1][C:2]1[N:3]=[C:4]([SH:7])[S:5][CH:6]=1.[H-].[Na+].[C:10]([O:14][C:15]([N:17]1[CH2:23][CH2:22][C:21]2[C:24]([CH2:29]Cl)=[C:25]([Cl:28])[CH:26]=[CH:27][C:20]=2[CH2:19][CH2:18]1)=[O:16])([CH3:13])([CH3:12])[CH3:11], predict the reaction product. The product is: [C:10]([O:14][C:15]([N:17]1[CH2:23][CH2:22][C:21]2[C:24]([CH2:29][S:7][C:4]3[S:5][CH:6]=[C:2]([CH3:1])[N:3]=3)=[C:25]([Cl:28])[CH:26]=[CH:27][C:20]=2[CH2:19][CH2:18]1)=[O:16])([CH3:13])([CH3:12])[CH3:11].